From a dataset of NCI-60 drug combinations with 297,098 pairs across 59 cell lines. Regression. Given two drug SMILES strings and cell line genomic features, predict the synergy score measuring deviation from expected non-interaction effect. Drug 1: C(=O)(N)NO. Drug 2: CC(C)NC(=O)C1=CC=C(C=C1)CNNC.Cl. Cell line: UACC-257. Synergy scores: CSS=-2.31, Synergy_ZIP=1.50, Synergy_Bliss=0.268, Synergy_Loewe=-2.06, Synergy_HSA=-3.18.